Dataset: Forward reaction prediction with 1.9M reactions from USPTO patents (1976-2016). Task: Predict the product of the given reaction. Given the reactants [I:1][C:2]1[CH:3]=[C:4]([NH2:10])[C:5]([NH:8][CH3:9])=[N:6][CH:7]=1.N1C=CC=CC=1.CCN=C=NCCCN(C)C.[Cl:28][C:29]1[C:30]([C:35](O)=[O:36])=[N:31][CH:32]=[CH:33][CH:34]=1, predict the reaction product. The product is: [I:1][C:2]1[CH:3]=[C:4]([NH:10][C:35]([C:30]2[C:29]([Cl:28])=[CH:34][CH:33]=[CH:32][N:31]=2)=[O:36])[C:5]([NH:8][CH3:9])=[N:6][CH:7]=1.